The task is: Predict the reactants needed to synthesize the given product.. This data is from Full USPTO retrosynthesis dataset with 1.9M reactions from patents (1976-2016). (1) Given the product [CH3:23][O:22][C:20](=[O:21])[CH2:19][C@H:16]1[C:15]2[CH:24]=[CH:25][C:12]([O:11][C@H:9]3[C:10]4[C:6](=[C:5]([O:29][C:30]5[CH:35]=[CH:34][CH:33]=[C:32]([N:36]6[CH2:40][CH2:39][CH2:38][C:37]6=[O:41])[CH:31]=5)[CH:4]=[CH:3][C:2]=4[F:1])[CH2:7][CH2:8]3)=[CH:13][C:14]=2[O:18][CH2:17]1, predict the reactants needed to synthesize it. The reactants are: [F:1][C:2]1[CH:3]=[CH:4][C:5](B(O)O)=[C:6]2[C:10]=1[C@H:9]([O:11][C:12]1[CH:25]=[CH:24][C:15]3[C@H:16]([CH2:19][C:20]([O:22][CH3:23])=[O:21])[CH2:17][O:18][C:14]=3[CH:13]=1)[CH2:8][CH2:7]2.[OH:29][C:30]1[CH:31]=[C:32]([N:36]2[CH2:40][CH2:39][CH2:38][C:37]2=[O:41])[CH:33]=[CH:34][CH:35]=1. (2) Given the product [F:59][C:60]1[CH:68]=[C:67]([C:69]([F:70])([F:71])[F:72])[CH:66]=[CH:65][C:61]=1[C:62]([NH:34][C:35]1[CH:36]=[CH:37][C:38]([C:41]2[CH:49]=[C:48]3[C:44]([CH2:45][N:46]([C@@H:51]([CH:56]([CH3:58])[CH3:57])[C:52]([O:54][CH3:55])=[O:53])[C:47]3=[O:50])=[CH:43][CH:42]=2)=[CH:39][CH:40]=1)=[O:63], predict the reactants needed to synthesize it. The reactants are: C(NC1C=CC(C2C=C3C(CN([C@@H](C(C)C)C(OC)=O)C3=O)=CC=2)=CC=1)(=O)C1C=CC=CC=1.[NH2:34][C:35]1[CH:40]=[CH:39][C:38]([C:41]2[CH:49]=[C:48]3[C:44]([CH2:45][N:46]([C@@H:51]([CH:56]([CH3:58])[CH3:57])[C:52]([O:54][CH3:55])=[O:53])[C:47]3=[O:50])=[CH:43][CH:42]=2)=[CH:37][CH:36]=1.[F:59][C:60]1[CH:68]=[C:67]([C:69]([F:72])([F:71])[F:70])[CH:66]=[CH:65][C:61]=1[C:62](Cl)=[O:63]. (3) Given the product [Cl:30][C:31]1[CH:36]=[C:35]([C:37]2[CH:42]=[N:41][CH:40]=[C:39]([CH3:43])[N:38]=2)[CH:34]=[CH:33][C:32]=1[C:2]1[C:14](=[O:15])[N:13]([CH2:16][CH:17]2[CH2:18][CH2:19][N:20]([C:23]([O:25][C:26]([CH3:29])([CH3:28])[CH3:27])=[O:24])[CH2:21][CH2:22]2)[C:5]2[N:6]=[C:7]([NH:10][CH2:11][CH3:12])[N:8]=[CH:9][C:4]=2[CH:3]=1, predict the reactants needed to synthesize it. The reactants are: Br[C:2]1[C:14](=[O:15])[N:13]([CH2:16][CH:17]2[CH2:22][CH2:21][N:20]([C:23]([O:25][C:26]([CH3:29])([CH3:28])[CH3:27])=[O:24])[CH2:19][CH2:18]2)[C:5]2[N:6]=[C:7]([NH:10][CH2:11][CH3:12])[N:8]=[CH:9][C:4]=2[CH:3]=1.[Cl:30][C:31]1[CH:36]=[C:35]([C:37]2[CH:42]=[N:41][CH:40]=[C:39]([CH3:43])[N:38]=2)[CH:34]=[CH:33][C:32]=1B(O)O.C([O-])([O-])=O.[Cs+].[Cs+]. (4) Given the product [F:1][C:2]([F:20])([F:21])[C:3]1[CH:4]=[CH:5][C:6]([C:9]2[CH:10]=[C:11]3[C:16](=[CH:17][CH:18]=2)[CH2:15][CH:14]([OH:19])[CH2:13][CH2:12]3)=[CH:7][CH:8]=1, predict the reactants needed to synthesize it. The reactants are: [F:1][C:2]([F:21])([F:20])[C:3]1[CH:8]=[CH:7][C:6]([C:9]2[CH:10]=[C:11]3[C:16](=[CH:17][CH:18]=2)[CH2:15][C:14](=[O:19])[CH2:13][CH2:12]3)=[CH:5][CH:4]=1.[BH4-].[Na+].Cl.C(OCC)(=O)C. (5) Given the product [Br:1][C:2]1[CH:3]=[C:4](/[CH:7]=[CH:16]/[C:17]([OH:19])=[O:18])[S:5][CH:6]=1, predict the reactants needed to synthesize it. The reactants are: [Br:1][C:2]1[CH:3]=[C:4]([CH:7]=O)[S:5][CH:6]=1.N1CCCCC1.C(O)(=O)[CH2:16][C:17]([OH:19])=[O:18].